Dataset: Reaction yield outcomes from USPTO patents with 853,638 reactions. Task: Predict the reaction yield, written as a fraction of the theoretical maximum amount of product (1.0 means a 100% yield; for example, 0.34 means a 34% yield). (1) The reactants are [CH3:1][C@H:2]1[CH2:7][N:6]([CH2:8][C:9]2[C:17]3[O:16][CH:15]=[CH:14][C:13]=3[CH:12]=[C:11]([N+:18]([O-])=O)[CH:10]=2)[C@H:5]([CH3:21])[CH2:4][N:3]1[C:22]([O:24][C:25]([CH3:28])([CH3:27])[CH3:26])=[O:23].O.NN. The catalyst is C1COCC1.CCO.[Ni]. The product is [NH2:18][C:11]1[CH:10]=[C:9]([CH2:8][N:6]2[C@H:5]([CH3:21])[CH2:4][N:3]([C:22]([O:24][C:25]([CH3:26])([CH3:28])[CH3:27])=[O:23])[C@@H:2]([CH3:1])[CH2:7]2)[C:17]2[O:16][CH:15]=[CH:14][C:13]=2[CH:12]=1. The yield is 0.870. (2) The reactants are CC1[N:3]([C:8]2[CH:17]=[C:11]3[CH:12]([CH3:16])[O:13][CH2:14][CH2:15][N:10]3[N:9]=2)C(C)=CC=1.Cl.NO. The catalyst is C(O)C. The product is [CH3:16][CH:12]1[C:11]2=[CH:17][C:8]([NH2:3])=[N:9][N:10]2[CH2:15][CH2:14][O:13]1. The yield is 0.0800. (3) The reactants are Cl[C:2]1[N:7]=[C:6]([F:8])[C:5]([C:9]2([OH:13])[CH2:12][CH2:11][CH2:10]2)=[CH:4][CH:3]=1.O.[NH3:15]. The catalyst is [Cu]=O.CN1C(=O)CCC1. The product is [NH2:15][C:2]1[N:7]=[C:6]([F:8])[C:5]([C:9]2([OH:13])[CH2:12][CH2:11][CH2:10]2)=[CH:4][CH:3]=1. The yield is 0.0460. (4) The product is [CH3:16][C:15]1[O:17][N:26]=[C:20]([C:21]([O:23][CH2:24][CH3:25])=[O:22])[C:14]=1[C:13](=[O:18])[C:10]1[CH:9]=[CH:8][C:7]([S:6][CH3:5])=[CH:12][CH:11]=1. The yield is 0.700. The catalyst is C(O)C. The reactants are [O-]CC.[Na+].[CH3:5][S:6][C:7]1[CH:12]=[CH:11][C:10]([C:13](=[O:18])[CH2:14][C:15](=[O:17])[CH3:16])=[CH:9][CH:8]=1.Cl[C:20](=[N:26]O)[C:21]([O:23][CH2:24][CH3:25])=[O:22].C(O)(=O)C. (5) The reactants are [F:1][C:2]1[CH:3]=[C:4]([OH:11])[CH:5]=[C:6]([F:10])[C:7]=1[CH2:8][OH:9].Cl[CH2:13][C:14]1[N:15]=[C:16]([CH3:19])[S:17][CH:18]=1. No catalyst specified. The product is [F:1][C:2]1[CH:3]=[C:4]([O:11][CH2:13][C:14]2[N:15]=[C:16]([CH3:19])[S:17][CH:18]=2)[CH:5]=[C:6]([F:10])[C:7]=1[CH2:8][OH:9]. The yield is 0.730. (6) The reactants are CO[C:3]([C:5]1[CH:6]=[C:7]2[C:11](=[CH:12][CH:13]=1)[NH:10][CH:9]=[C:8]2[Cl:14])=[O:4].O[Li].O.[CH3:18][CH:19]([N:21]1[CH2:26][CH2:25][NH:24][CH2:23][CH2:22]1)[CH3:20].CN(C(ON1N=NC2C=CC=CC1=2)=[N+](C)C)C.[B-](F)(F)(F)F.CCN(CC)CC.C([O-])(O)=O.[Na+]. The catalyst is C1COCC1.CO.O.CN(C=O)C. The product is [Cl:14][C:8]1[C:7]2[C:11](=[CH:12][CH:13]=[C:5]([C:3]([N:24]3[CH2:25][CH2:26][N:21]([CH:19]([CH3:20])[CH3:18])[CH2:22][CH2:23]3)=[O:4])[CH:6]=2)[NH:10][CH:9]=1. The yield is 0.440.